From a dataset of Tox21: 12 toxicity assays (nuclear receptors and stress response pathways). Binary classification across 12 toxicity assays. (1) The compound is S=C([S-])NCCNC(=S)[S-].[Mn+2]. It tested positive (active) for: SR-ARE (Antioxidant Response Element (oxidative stress)). (2) The drug is CCCCCCCCCCCCCC[P+](CCCC)(CCCC)CCCC. It tested positive (active) for: SR-MMP (Mitochondrial Membrane Potential disruption). (3) It tested positive (active) for: NR-AR (Androgen Receptor agonist activity), NR-AhR (Aryl hydrocarbon Receptor agonist activity), NR-ER (Estrogen Receptor agonist activity), SR-ATAD5 (ATAD5 genotoxicity (DNA damage)), and SR-MMP (Mitochondrial Membrane Potential disruption). The drug is CCOc1ccc(N=Nc2ccc(N)cc2N)cc1.